This data is from Full USPTO retrosynthesis dataset with 1.9M reactions from patents (1976-2016). The task is: Predict the reactants needed to synthesize the given product. Given the product [F:23][C:12]1[C:13]([NH2:15])=[N:14][C:9]([NH2:8])=[N:10][CH:11]=1, predict the reactants needed to synthesize it. The reactants are: NC1C=C([NH:8][C:9]2[N:14]=[C:13]([NH:15]C3C=CC=C(N)C=3)[C:12]([F:23])=[CH:11][N:10]=2)C=CC=1.C(OCCBr)C1C=CC=CC=1.